This data is from Reaction yield outcomes from USPTO patents with 853,638 reactions. The task is: Predict the reaction yield, written as a fraction of the theoretical maximum amount of product (1.0 means a 100% yield; for example, 0.34 means a 34% yield). (1) The reactants are [CH3:1][C:2]1[N:3]([C:8]2[CH:12]=[CH:11][N:10]([CH2:13][O:14][CH2:15][CH2:16][Si:17]([CH3:20])([CH3:19])[CH3:18])[N:9]=2)[C:4]([CH3:7])=[CH:5][CH:6]=1.C([Li])CCC.[O:26]1[CH2:29][C:28](=[O:30])[CH2:27]1. The catalyst is C1COCC1. The product is [CH3:7][C:4]1[N:3]([C:8]2[CH:12]=[C:11]([C:28]3([OH:30])[CH2:29][O:26][CH2:27]3)[N:10]([CH2:13][O:14][CH2:15][CH2:16][Si:17]([CH3:18])([CH3:20])[CH3:19])[N:9]=2)[C:2]([CH3:1])=[CH:6][CH:5]=1. The yield is 0.820. (2) The reactants are Cl[CH2:2][CH2:3][CH2:4][CH2:5][O:6][C:7]1[CH:8]=[N:9][CH:10]=[CH:11][CH:12]=1.[CH3:13][NH2:14]. The catalyst is CO. The product is [CH3:13][NH:14][CH2:2][CH2:3][CH2:4][CH2:5][O:6][C:7]1[CH:8]=[N:9][CH:10]=[CH:11][CH:12]=1. The yield is 0.755. (3) The reactants are [CH3:1][C:2]1[CH:7]=[CH:6][N:5]=[C:4]([NH2:8])[CH:3]=1.Br[CH2:10][C:11]([C:13]1[CH:22]=[CH:21][C:16]([C:17]([O:19][CH3:20])=[O:18])=[CH:15][C:14]=1[CH3:23])=O.C(=O)(O)[O-].[Na+]. The catalyst is C(O)C. The product is [CH3:23][C:14]1[CH:15]=[C:16]([CH:21]=[CH:22][C:13]=1[C:11]1[N:8]=[C:4]2[CH:3]=[C:2]([CH3:1])[CH:7]=[CH:6][N:5]2[CH:10]=1)[C:17]([O:19][CH3:20])=[O:18]. The yield is 0.600. (4) The reactants are [NH2:1][C:2]1[N:3]([CH3:24])[C:4](=[O:23])[C:5]2([C:15]3[C:10](=[CH:11][CH:12]=[C:13](Br)[CH:14]=3)[O:9][CH:8]([C:17]3[CH:22]=[CH:21][CH:20]=[CH:19][CH:18]=3)[CH2:7]2)[N:6]=1.[CH2:25]([NH:29][C:30]([C:32]1[CH:37]=[CH:36][C:35](B(O)O)=[CH:34][CH:33]=1)=[O:31])[CH:26]([CH3:28])[CH3:27]. The catalyst is O1CCOCC1.C([O-])([O-])=O.[Cs+].[Cs+].Cl[Pd](Cl)([P](C1C=CC=CC=1)(C1C=CC=CC=1)C1C=CC=CC=1)[P](C1C=CC=CC=1)(C1C=CC=CC=1)C1C=CC=CC=1. The product is [NH2:1][C:2]1[N:3]([CH3:24])[C:4](=[O:23])[C:5]2([C:15]3[C:10](=[CH:11][CH:12]=[C:13]([C:35]4[CH:36]=[CH:37][C:32]([C:30]([NH:29][CH2:25][CH:26]([CH3:28])[CH3:27])=[O:31])=[CH:33][CH:34]=4)[CH:14]=3)[O:9][CH:8]([C:17]3[CH:22]=[CH:21][CH:20]=[CH:19][CH:18]=3)[CH2:7]2)[N:6]=1. The yield is 0.0500. (5) The reactants are Cl[C:2]([O:4][CH2:5][C:6]1[CH:11]=[CH:10][CH:9]=[CH:8][CH:7]=1)=[O:3].Br.[Br:13][CH2:14][CH2:15][NH2:16].C(N(CC)CC)C. The catalyst is C(Cl)Cl. The product is [CH2:5]([O:4][C:2](=[O:3])[NH:16][CH2:15][CH2:14][Br:13])[C:6]1[CH:11]=[CH:10][CH:9]=[CH:8][CH:7]=1. The yield is 0.890. (6) The reactants are C([O:4][CH2:5][C@H:6]1[N:11]([CH2:12][C:13]2[CH:18]=[CH:17][CH:16]=[CH:15][CH:14]=2)[C@H:10]([CH2:19][O:20][CH2:21][C:22]2[CH:27]=[CH:26][CH:25]=[CH:24][CH:23]=2)[C@@H:9]([O:28][CH2:29][C:30]2[CH:35]=[CH:34][CH:33]=[CH:32][CH:31]=2)[C@H:8]([O:36][CH2:37][C:38]2[CH:43]=[CH:42][CH:41]=[CH:40][CH:39]=2)[C@H:7]1[NH:44][C:45](=[O:47])[CH3:46])(=O)C.[OH-].[K+]. The catalyst is CO.[Cl-].[Na+].O. The product is [CH2:12]([N:11]1[C@H:6]([CH2:5][OH:4])[C@H:7]([NH:44][C:45](=[O:47])[CH3:46])[C@@H:8]([O:36][CH2:37][C:38]2[CH:43]=[CH:42][CH:41]=[CH:40][CH:39]=2)[C@H:9]([O:28][CH2:29][C:30]2[CH:31]=[CH:32][CH:33]=[CH:34][CH:35]=2)[C@H:10]1[CH2:19][O:20][CH2:21][C:22]1[CH:23]=[CH:24][CH:25]=[CH:26][CH:27]=1)[C:13]1[CH:18]=[CH:17][CH:16]=[CH:15][CH:14]=1. The yield is 0.910. (7) No catalyst specified. The reactants are [CH3:1][O:2][C:3]1[CH:12]=[C:11]2[C:6]([CH2:7][CH2:8][CH2:9]/[C:10]/2=[N:13]/C(=O)OC(C)(C)C)=[CH:5][CH:4]=1.[ClH:21].O1CCOCC1. The product is [ClH:21].[CH3:1][O:2][C:3]1[CH:12]=[C:11]2[C:6]([CH2:7][CH2:8][CH2:9][CH:10]2[NH2:13])=[CH:5][CH:4]=1. The yield is 0.980.